Dataset: Full USPTO retrosynthesis dataset with 1.9M reactions from patents (1976-2016). Task: Predict the reactants needed to synthesize the given product. (1) Given the product [Cl:1][C:2]1[CH:3]=[CH:4][C:5]([C:8]2[CH:9]=[N:10][CH:11]=[C:12]3[C:17]=2[N:16]=[C:15]([C:18]([NH:38][CH2:37][C:32]2[CH:33]=[CH:34][CH:35]=[CH:36][C:31]=2[S:28]([CH3:27])(=[O:30])=[O:29])=[O:20])[CH:14]=[CH:13]3)=[CH:6][CH:7]=1, predict the reactants needed to synthesize it. The reactants are: [Cl:1][C:2]1[CH:7]=[CH:6][C:5]([C:8]2[CH:9]=[N:10][CH:11]=[C:12]3[C:17]=2[N:16]=[C:15]([C:18]([OH:20])=O)[CH:14]=[CH:13]3)=[CH:4][CH:3]=1.C(Cl)(=O)C(Cl)=O.[CH3:27][S:28]([C:31]1[CH:36]=[CH:35][CH:34]=[CH:33][C:32]=1[CH2:37][NH2:38])(=[O:30])=[O:29].C(N(CC)CC)C. (2) Given the product [C:1]([O:5][C:6](=[O:7])[NH:8][C@@H:9]1[CH2:10][CH2:11][C@H:12]([NH:17][C:18]([O:20][CH2:21][C:22]2[CH:23]=[CH:24][CH:25]=[CH:26][CH:27]=2)=[O:19])[C@H:13]([CH2:14][OH:15])[CH2:16]1)([CH3:4])([CH3:2])[CH3:3], predict the reactants needed to synthesize it. The reactants are: [C:1]([O:5][C:6]([N:8]1[C:14](=[O:15])[C@@H:13]2[CH2:16][C@H:9]1[CH2:10][CH2:11][C@@H:12]2[NH:17][C:18]([O:20][CH2:21][C:22]1[CH:27]=[CH:26][CH:25]=[CH:24][CH:23]=1)=[O:19])=[O:7])([CH3:4])([CH3:3])[CH3:2].O.[BH4-].[Na+].C(=O)(O)[O-].[Na+]. (3) Given the product [CH3:1][C@H:2]1[C:9]([S:10][C@@H:11]2[CH2:15][NH:14][C@H:13]([C:16]([N:18]([CH3:19])[CH3:20])=[O:17])[CH2:12]2)=[C:8]([C:21]([OH:23])=[O:22])[N:7]2[C@H:3]1[C@@H:4]([C@H:24]([OH:26])[CH3:25])[C:5]2=[O:6].[OH2:28].[OH2:35].[OH2:6], predict the reactants needed to synthesize it. The reactants are: [CH3:1][C@H:2]1[C:9]([S:10][C@@H:11]2[CH2:15][NH:14][C@H:13]([C:16]([N:18]([CH3:20])[CH3:19])=[O:17])[CH2:12]2)=[C:8]([C:21]([OH:23])=[O:22])[N:7]2[C@H:3]1[C@@H:4]([C@H:24]([OH:26])[CH3:25])[C:5]2=[O:6].P([O-])([O-])([O-])=[O:28].N1CC[O:35]CC1. (4) Given the product [Br:1][C:2]1[CH:3]=[CH:4][C:5]2[N:6]([CH:8]=[C:9]([Cl:14])[N:10]=2)[CH:7]=1, predict the reactants needed to synthesize it. The reactants are: [Br:1][C:2]1[CH:3]=[CH:4][C:5]2[N:6]([CH2:8][C:9](=O)[N:10]=2)[CH:7]=1.O=P(Cl)(Cl)[Cl:14]. (5) Given the product [CH3:23][O:4][C:3](=[O:5])[CH:2]([NH2:1])[CH2:6][C:7]1[CH:8]=[CH:9][C:10]([C:13]2[C:14](=[O:22])[N:15]([CH3:21])[N:16]=[CH:17][C:18]=2[O:19][CH3:20])=[CH:11][CH:12]=1, predict the reactants needed to synthesize it. The reactants are: [NH2:1][C@@H:2]([CH2:6][C:7]1[CH:12]=[CH:11][C:10]([C:13]2[C:14](=[O:22])[N:15]([CH3:21])[N:16]=[CH:17][C:18]=2[O:19][CH3:20])=[CH:9][CH:8]=1)[C:3]([OH:5])=[O:4].[CH3:23]OC(OC)(C)C.Cl. (6) The reactants are: [Cl:1][C:2]1[S:9][C:8]2[CH:7]=[C:6]([C:10](=[O:26])[NH:11][CH2:12][CH2:13][C:14]3[CH:19]=[CH:18][CH:17]=[CH:16][C:15]=3[O:20][CH2:21][C:22]([O:24]C)=[O:23])[NH:5][C:4]=2[C:3]=1[Cl:27].CO.[OH-].[Li+].O. Given the product [C:22]([CH2:21][O:20][C:15]1[CH:16]=[CH:17][CH:18]=[CH:19][C:14]=1[CH2:13][CH2:12][NH:11][C:10]([C:6]1[NH:5][C:4]2[C:3]([Cl:27])=[C:2]([Cl:1])[S:9][C:8]=2[CH:7]=1)=[O:26])([OH:24])=[O:23], predict the reactants needed to synthesize it. (7) Given the product [CH3:1][O:2][C:3]([C:4]1[NH:10][C:11]2[C:12]([C:6](=[O:8])[CH:5]=1)=[C:13]([O:21][CH3:22])[CH:14]=[C:15]1[C:20]=2[N:19]=[CH:18][CH:17]=[CH:16]1)=[O:23], predict the reactants needed to synthesize it. The reactants are: [CH3:1][O:2][C:3](=[O:23])[C:4]([NH:10][C:11]1[CH:12]=[C:13]([O:21][CH3:22])[CH:14]=[C:15]2[C:20]=1[N:19]=[CH:18][CH:17]=[CH:16]2)=[CH:5][C:6]([O:8]C)=O.CCCCCC.